Dataset: Forward reaction prediction with 1.9M reactions from USPTO patents (1976-2016). Task: Predict the product of the given reaction. (1) Given the reactants [F:1][C:2]1[C:7]([C:8]([F:11])([F:10])[F:9])=[C:6]([F:12])[CH:5]=[CH:4][C:3]=1[C:13](=O)[CH3:14].BrBr.[NH2:18][C:19]([NH2:21])=[S:20], predict the reaction product. The product is: [F:1][C:2]1[C:7]([C:8]([F:11])([F:10])[F:9])=[C:6]([F:12])[CH:5]=[CH:4][C:3]=1[C:13]1[N:18]=[C:19]([NH2:21])[S:20][CH:14]=1. (2) Given the reactants O=[C:2]1[C:11]2[C:10]([C:12]([O:14]C)=O)=[CH:9][CH:8]=[CH:7][C:6]=2[NH:5][CH:4]([C:16]2[CH:21]=[CH:20][CH:19]=[CH:18][N:17]=2)[CH:3]1[C:22]1[CH:27]=[CH:26][CH:25]=[CH:24][CH:23]=1.O.[NH2:29][NH2:30], predict the reaction product. The product is: [C:22]1([CH:3]2[C:2]3=[N:29][NH:30][C:12](=[O:14])[C:10]4[CH:9]=[CH:8][CH:7]=[C:6]([C:11]=43)[NH:5][CH:4]2[C:16]2[CH:21]=[CH:20][CH:19]=[CH:18][N:17]=2)[CH:23]=[CH:24][CH:25]=[CH:26][CH:27]=1. (3) The product is: [N:35]1([CH2:12][CH2:13][CH2:14][C:15]2[CH:16]=[CH:17][C:18]([N:21]3[CH2:26][CH2:25][CH:24]([NH:27][C:28]([O:30][C:31]([CH3:33])([CH3:34])[CH3:32])=[O:29])[CH2:23][CH2:22]3)=[CH:19][CH:20]=2)[CH:39]=[N:38][CH:37]=[N:36]1. Given the reactants S(O[CH2:12][CH2:13][CH2:14][C:15]1[CH:20]=[CH:19][C:18]([N:21]2[CH2:26][CH2:25][CH:24]([NH:27][C:28]([O:30][C:31]([CH3:34])([CH3:33])[CH3:32])=[O:29])[CH2:23][CH2:22]2)=[CH:17][CH:16]=1)(C1C=CC(C)=CC=1)(=O)=O.[NH:35]1[CH:39]=[N:38][CH:37]=[N:36]1.C(=O)([O-])[O-].[K+].[K+].O, predict the reaction product. (4) Given the reactants [NH2:1][C:2]1[CH:6]=[CH:5][S:4][C:3]=1[C:7]([O:9][CH3:10])=[O:8].N1C=CC=CC=1.[CH3:17][O:18][C:19]1[CH:24]=[CH:23][C:22]([S:25](Cl)(=[O:27])=[O:26])=[CH:21][CH:20]=1, predict the reaction product. The product is: [CH3:10][O:9][C:7]([C:3]1[S:4][CH:5]=[CH:6][C:2]=1[NH:1][S:25]([C:22]1[CH:21]=[CH:20][C:19]([O:18][CH3:17])=[CH:24][CH:23]=1)(=[O:27])=[O:26])=[O:8].